This data is from Full USPTO retrosynthesis dataset with 1.9M reactions from patents (1976-2016). The task is: Predict the reactants needed to synthesize the given product. (1) Given the product [CH:18]1([CH:23]([OH:41])[C:24]([O:26][CH2:27][C:28]2[CH:29]=[CH:30][CH:31]=[CH:32][CH:33]=2)=[O:25])[CH2:22][CH2:21][CH2:20][CH2:19]1, predict the reactants needed to synthesize it. The reactants are: C[Si]([N-][Si](C)(C)C)(C)C.[K+].C1(C)C=CC=CC=1.[CH:18]1([CH2:23][C:24]([O:26][CH2:27][C:28]2[CH:33]=[CH:32][CH:31]=[CH:30][CH:29]=2)=[O:25])[CH2:22][CH2:21][CH2:20][CH2:19]1.C1(S(N2C(C3C=CC=CC=3)O2)(=O)=[O:41])C=CC=CC=1. (2) The reactants are: [CH2:1]([O:8][C:9]1[CH:27]=[CH:26][C:12]([CH2:13][CH2:14][NH:15][C:16]([C:18]2[C:19](Cl)=[N:20][C:21]([Cl:24])=[N:22][CH:23]=2)=[O:17])=[CH:11][CH:10]=1)[C:2]1[CH:7]=[CH:6][CH:5]=[CH:4][CH:3]=1.[CH:28]1([NH2:34])[CH2:33][CH2:32][CH2:31][CH2:30][CH2:29]1. Given the product [CH2:1]([O:8][C:9]1[CH:27]=[CH:26][C:12]([CH2:13][CH2:14][NH:15][C:16]([C:18]2[C:19]([NH:34][CH:28]3[CH2:33][CH2:32][CH2:31][CH2:30][CH2:29]3)=[N:20][C:21]([Cl:24])=[N:22][CH:23]=2)=[O:17])=[CH:11][CH:10]=1)[C:2]1[CH:7]=[CH:6][CH:5]=[CH:4][CH:3]=1, predict the reactants needed to synthesize it. (3) Given the product [CH3:3][CH:2]([N:4]1[C:8]([C:9]2[N:10]=[C:11]3[N:21]([CH:22]=2)[CH2:20][CH2:19][O:18][C:17]2[C:12]3=[CH:13][C:14]([CH2:23][OH:24])=[CH:15][CH:16]=2)=[N:7][CH:6]=[N:5]1)[CH3:1], predict the reactants needed to synthesize it. The reactants are: [CH3:1][CH:2]([N:4]1[C:8]([C:9]2[N:10]=[C:11]3[N:21]([CH:22]=2)[CH2:20][CH2:19][O:18][C:17]2[C:12]3=[CH:13][C:14]([C:23](OC)=[O:24])=[CH:15][CH:16]=2)=[N:7][CH:6]=[N:5]1)[CH3:3].[H-].[H-].[H-].[H-].[Li+].[Al+3]. (4) Given the product [ClH:56].[C:1]([N:4]([CH2:21][C@@H:22]1[O:26][C:25](=[O:27])[N:24]([C:28]2[CH:33]=[CH:32][C:31]([CH:34]3[CH2:39][CH2:38][S:37](=[O:40])(=[O:41])[CH2:36][CH2:35]3)=[C:30]([F:42])[CH:29]=2)[CH2:23]1)[C:5]([O:7][CH2:8][O:9][C:10](=[O:20])[CH2:11][NH2:12])=[O:6])(=[O:3])[CH3:2], predict the reactants needed to synthesize it. The reactants are: [C:1]([N:4]([CH2:21][C@@H:22]1[O:26][C:25](=[O:27])[N:24]([C:28]2[CH:33]=[CH:32][C:31]([CH:34]3[CH2:39][CH2:38][S:37](=[O:41])(=[O:40])[CH2:36][CH2:35]3)=[C:30]([F:42])[CH:29]=2)[CH2:23]1)[C:5]([O:7][CH2:8][O:9][C:10](=[O:20])[CH2:11][NH:12]C(OC(C)(C)C)=O)=[O:6])(=[O:3])[CH3:2].C1(OC)C=CC=CC=1.C1COCC1.[ClH:56].